Task: Predict which catalyst facilitates the given reaction.. Dataset: Catalyst prediction with 721,799 reactions and 888 catalyst types from USPTO (1) Reactant: [Cl:1][C:2]1[C:6]([S:7](Cl)(=[O:9])=[O:8])=[CH:5][N:4]([CH3:11])[C:3]=1[C:12]([O:14][CH3:15])=[O:13].[C:16]([NH2:20])([CH3:19])([CH3:18])[CH3:17]. Product: [C:16]([NH:20][S:7]([C:6]1[C:2]([Cl:1])=[C:3]([C:12]([O:14][CH3:15])=[O:13])[N:4]([CH3:11])[CH:5]=1)(=[O:9])=[O:8])([CH3:19])([CH3:18])[CH3:17]. The catalyst class is: 10. (2) Reactant: Br[CH2:2][C:3]([C:5]1[CH:10]=[CH:9][CH:8]=[CH:7][CH:6]=1)=O.[CH2:11]([O:13][C:14]1[CH:15]=[C:16]([CH:20]=[CH:21][C:22]=1[O:23][CH2:24][CH3:25])[C:17]([NH2:19])=[O:18])[CH3:12].C([O-])(O)=O.[Na+]. Product: [CH2:11]([O:13][C:14]1[CH:15]=[C:16]([C:17]2[O:18][CH:2]=[C:3]([C:5]3[CH:10]=[CH:9][CH:8]=[CH:7][CH:6]=3)[N:19]=2)[CH:20]=[CH:21][C:22]=1[O:23][CH2:24][CH3:25])[CH3:12]. The catalyst class is: 3. (3) Reactant: C[O:2][C:3]1[C:4]([CH3:38])=[C:5]([C:29]([O:36]C)=[C:30]([O:34][CH3:35])[C:31]=1[O:32][CH3:33])[CH2:6][C:7]1[CH:8]=[CH:9][C:10]([O:21][CH2:22][C:23]2[CH:28]=[CH:27][N:26]=[CH:25][CH:24]=2)=[C:11]([CH:20]=1)[C:12]([N:14]1[CH2:19][CH2:18][CH2:17][CH2:16][CH2:15]1)=[O:13].O=[N+]([O-])[O-].[O-][N+](=O)[O-].[O-][N+](=O)[O-].[O-][N+](=O)[O-].[O-][N+](=O)[O-].[O-][N+](=O)[O-].[Ce+4].[NH4+].[NH4+]. Product: [CH3:33][O:32][C:31]1[C:3](=[O:2])[C:4]([CH3:38])=[C:5]([CH2:6][C:7]2[CH:8]=[CH:9][C:10]([O:21][CH2:22][C:23]3[CH:24]=[CH:25][N:26]=[CH:27][CH:28]=3)=[C:11]([CH:20]=2)[C:12]([N:14]2[CH2:19][CH2:18][CH2:17][CH2:16][CH2:15]2)=[O:13])[C:29](=[O:36])[C:30]=1[O:34][CH3:35]. The catalyst class is: 47.